From a dataset of Full USPTO retrosynthesis dataset with 1.9M reactions from patents (1976-2016). Predict the reactants needed to synthesize the given product. (1) Given the product [F:26][C:27]([F:32])([F:31])[C:28]([OH:30])=[O:29].[CH:3]([C:4]1[CH:9]=[CH:8][N:7]=[CH:6][C:5]=1[O:10][CH2:11][C:12]1[CH:13]=[CH:14][C:15]([C:18]#[N:19])=[CH:16][N:17]=1)=[O:2], predict the reactants needed to synthesize it. The reactants are: C[O:2][CH:3](OC)[C:4]1[CH:9]=[CH:8][N:7]=[CH:6][C:5]=1[O:10][CH2:11][C:12]1[N:17]=[CH:16][C:15]([C:18]#[N:19])=[CH:14][CH:13]=1.CS(C)=O.[F:26][C:27]([F:32])([F:31])[C:28]([OH:30])=[O:29]. (2) Given the product [Br:33][C:12]1[NH:11][C:10]2[C:9](=[O:15])[N:8]3[C:16]([CH2:19][CH2:20][CH2:21][C:22]4[O:26][N:25]=[C:24]([C:27]5[CH:32]=[CH:31][CH:30]=[CH:29][CH:28]=5)[N:23]=4)=[N:17][N:18]=[C:7]3[N:6]([CH2:1][CH2:2][CH2:3][CH2:4][CH3:5])[C:14]=2[N:13]=1, predict the reactants needed to synthesize it. The reactants are: [CH2:1]([N:6]1[C:14]2[N:13]=[CH:12][NH:11][C:10]=2[C:9](=[O:15])[N:8]2[C:16]([CH2:19][CH2:20][CH2:21][C:22]3[O:26][N:25]=[C:24]([C:27]4[CH:32]=[CH:31][CH:30]=[CH:29][CH:28]=4)[N:23]=3)=[N:17][N:18]=[C:7]12)[CH2:2][CH2:3][CH2:4][CH3:5].[Br:33]N1C(=O)CCC1=O. (3) Given the product [CH2:48]([O:50][C:51](=[O:55])[CH:52]([O:28][C:4]1[CH:3]=[C:2]([Cl:1])[CH:27]=[CH:26][C:5]=1[O:6][CH2:7][C:8]([N:10]1[CH2:15][C@H:14]([CH3:16])[N:13]([CH2:17][C:18]2[CH:23]=[CH:22][C:21]([F:24])=[CH:20][CH:19]=2)[CH2:12][C@H:11]1[CH3:25])=[O:9])[CH3:53])[CH3:49], predict the reactants needed to synthesize it. The reactants are: [Cl:1][C:2]1[CH:27]=[CH:26][C:5]([O:6][CH2:7][C:8]([N:10]2[CH2:15][C@H:14]([CH3:16])[N:13]([CH2:17][C:18]3[CH:23]=[CH:22][C:21]([F:24])=[CH:20][CH:19]=3)[CH2:12][C@H:11]2[CH3:25])=[O:9])=[C:4]([OH:28])[CH:3]=1.C1(P(C2C=CC=CC=2)C2C=CC=CC=2)C=CC=CC=1.[CH2:48]([O:50][C:51](=[O:55])[C@@H:52](O)[CH3:53])[CH3:49].C(OC(N=NC(OCC)=O)=O)C. (4) Given the product [CH2:67]([O:66][C:63](=[O:65])[CH2:64][O:32][C:31]1[CH:40]=[CH:41][CH:42]=[C:29]([O:28][C:24]2[CH:23]=[CH:22][C:21]3[CH2:20][CH2:19][C@H:18]([N:10]([CH2:9][C@@H:8]([C:4]4[CH:5]=[CH:6][CH:7]=[C:2]([Cl:1])[CH:3]=4)[OH:43])[C:11]([O:13][C:14]([CH3:16])([CH3:17])[CH3:15])=[O:12])[CH2:27][C:26]=3[CH:25]=2)[CH:30]=1)[CH3:68], predict the reactants needed to synthesize it. The reactants are: [Cl:1][C:2]1[CH:3]=[C:4]([C@@H:8]([OH:43])[CH2:9][N:10]([C@@H:18]2[CH2:27][C:26]3[CH:25]=[C:24]([O:28][C:29]4[CH:30]=[C:31]([CH:40]=[CH:41][CH:42]=4)[O:32][Si](C(C)(C)C)(C)C)[CH:23]=[CH:22][C:21]=3[CH2:20][CH2:19]2)[C:11]([O:13][C:14]([CH3:17])([CH3:16])[CH3:15])=[O:12])[CH:5]=[CH:6][CH:7]=1.[F-].C([N+](CCCC)(CCCC)CCCC)CCC.O.[C:63]([O:66][CH2:67][CH3:68])(=[O:65])[CH3:64]. (5) Given the product [CH2:25]([C:6]1[C:11]([C:12]([O:14][CH3:15])=[O:13])=[CH:18][C:20]([C:21]([O:23][CH3:24])=[O:22])=[C:3]([OH:7])[N:4]=1)[CH3:26], predict the reactants needed to synthesize it. The reactants are: CO[CH:3]([O:7]C)[N:4]([CH3:6])C.O=C(CC)[CH2:11][C:12]([O:14][CH3:15])=[O:13].[C:18]([CH2:20][C:21]([O:23][CH3:24])=[O:22])#N.[CH2:25](N(C(C)C)C(C)C)[CH3:26]. (6) Given the product [OH:1][CH:2]([CH2:26][N:27]1[CH2:31][CH2:30][CH2:29][CH2:28]1)[CH2:3][O:4][C:5]1[CH:14]=[C:13]2[C:8]([C:9](=[O:23])[NH:10][CH:11]=[N:12]2)=[CH:7][C:6]=1[O:24][CH3:25], predict the reactants needed to synthesize it. The reactants are: [OH:1][CH:2]([CH2:26][N:27]1[CH2:31][CH2:30][CH2:29][CH2:28]1)[CH2:3][O:4][C:5]1[CH:14]=[C:13]2[C:8]([C:9](=[O:23])[N:10](COC(=O)C(C)(C)C)[CH:11]=[N:12]2)=[CH:7][C:6]=1[O:24][CH3:25].N. (7) The reactants are: [CH:1]1([N:4]2[CH2:9][CH2:8][CH2:7][C@@H:6]([CH2:10][N:11]3[CH2:16][CH2:15][NH:14][CH2:13][CH2:12]3)[CH2:5]2)[CH2:3][CH2:2]1.ClC(Cl)(Cl)[C:19]([NH:21][C:22]1[CH:27]=[CH:26][C:25]([C:28]([F:31])([F:30])[F:29])=[C:24]([Cl:32])[CH:23]=1)=[O:20].C1CCN2C(=NCCC2)CC1. Given the product [NH3:4].[Cl:32][C:24]1[CH:23]=[C:22]([NH:21][C:19]([N:14]2[CH2:15][CH2:16][N:11]([CH2:10][C@@H:6]3[CH2:7][CH2:8][CH2:9][N:4]([CH:1]4[CH2:3][CH2:2]4)[CH2:5]3)[CH2:12][CH2:13]2)=[O:20])[CH:27]=[CH:26][C:25]=1[C:28]([F:31])([F:30])[F:29], predict the reactants needed to synthesize it. (8) Given the product [CH3:27][N:10]([CH3:9])[C:11]1([C:21]2[CH:26]=[CH:25][CH:24]=[CH:23][CH:22]=2)[CH2:16][CH2:15][C:14]([C:18]2[NH:1][C:2]3[CH:7]=[CH:6][N:5]=[CH:4][C:3]=3[C:19]=2[CH3:20])([OH:17])[CH2:13][CH2:12]1, predict the reactants needed to synthesize it. The reactants are: [NH2:1][C:2]1[CH:7]=[CH:6][N:5]=[CH:4][C:3]=1I.[CH3:9][N:10]([CH3:27])[C:11]1([C:21]2[CH:26]=[CH:25][CH:24]=[CH:23][CH:22]=2)[CH2:16][CH2:15][C:14]([C:18]#[C:19][CH3:20])([OH:17])[CH2:13][CH2:12]1.[Cl-].[Li+].C(=O)([O-])[O-].[Na+].[Na+].